Dataset: B-cell epitopes from IEDB database with 3,159 antigens for binding position prediction. Task: Token-level Classification. Given an antigen amino acid sequence, predict which amino acid positions are active epitope sites capable of antibody binding. Output is a list of indices for active positions. (1) Given the antigen sequence: MNKRQKDKLKICVIISTLILVGIFARAPRGDTFKTFLKSEEAIIYSNQCNKDMRKILCDAIEHADEEIFLRIYNLSEPKIQQSLTRQAQAKNKVTIYYQKFKIPQILKQASNVTLVEQPPAGRKLMHQKALSIDKKDAWLGSANYTNLSLRLDNNLILGMHSSELCDLIITNTSGDFSIKDQTGKYFVLPQDRKIAIQAVLEKIQTAQKTIQVAMFALTHSEIIQALHQAKQRGIHVDIIIDRSHSKLTFKQLRQLNINKDFVSINTAPCTLHHKFAVIDNKTLLAGSINWSKGRFSLNDESLIILENLTKQQNQKLRMIWKDLAKHSEHPTVDDEEKEIIEKSLPVEEQEAA, which amino acid positions are active epitope sites? The epitope positions are: [232, 233, 234, 235, 236, 237, 238, 239, 240, 241, 242, 243, 244, 245, 246, 247, 248, 249, 250, 251]. The amino acids at these positions are: RGIHVDIIIDRSHSKLTFKQ. (2) Given the antigen sequence: PASAYEVRNVSGAYQVTNDCSNSSIVYEAADVIMHTPGCVPCVREGNRSRCWVALTPTLAAKDASVPTTTIRRHVDLLVGVATFCSAMYVGDLCGSVFLVSQLFTFSPRRHQTVQDCNCSIYPGHV, which amino acid positions are active epitope sites? The epitope positions are: [15, 16, 17, 18, 19, 20, 21, 22, 23, 24, 25, 26, 27, 28, 29, 30, 31, 32]. The amino acids at these positions are: VTNDCSNSSIVYEAADVI. (3) Given the antigen sequence: MSDGAVQPDGGQPAVRNERATGSGNGSGGGGGGGSGGVGISTGTFNNQTEFKFLENGWVEITANSSRLVHLNMPESENYRRVVVNNMDKTAVNGNMALDDIHAQIVTPWSLVDANAWGVWFNPGDWQLIVNTMSELHLVSFEQEIFNVVLKTVSESATQPPTKVYNNDLTASLMVALDSNNTMPFTPAAMRSETLGFYPWKPTIPTPWRYYFQWDRTLVPSHTGTSGTPTNIYHGTDPDDVQFHTIENSVPVHLLRTGDEFATGTFFFDCKPCRLTHTWQTNRALGLPPFLNSLPQSEGATNFGDIGVQQDKRRGVTQMGNTNYITEATIMRPAEVGYSAPYYSFEASTQGPFKTPIAAGRGGAQTDENQAADGNPRYAFGRQHGKKTTTTGETPERFTYIAHQDTGRYPEGDWIQNINFNLPVTNDNVLLPTDPIGGKTGINYTNIFNTYGPLTALNNVPPVYPNGQIWDKEFDTDLKPRLHVNAPFVCQNNCPGQLFV..., which amino acid positions are active epitope sites? The epitope positions are: [282, 283, 284, 285, 286, 287, 288, 289, 290, 291, 292, 293, 294, 295, 296]. The amino acids at these positions are: RALGLPPFLNSLPQS. (4) Given the antigen sequence: MGNQWQQKYLLEYNELVSNFPSPERVVSDYIKNCFKTDLPWFSRIDPDNAYFICFSQNRSNSRSYTGWDHLGKYKTEVLTLTQAALINIGYRFDVFDDANSRTGIYKTKSADVFNEENEEKMLPSEYLHLLQKCDFAGVYGKTLSDYWSKYYDKFKLLLKNYYISSALYLYKNGELDEREYNFSMNALNRSDNISLLFFDIYGYYASDIFVAKNNDKVMLFIPGAKKPFLFKKNIADLRLTLKELIKDSDNKQLLSQHFSLYSRQDGVSYAGVNSVLHAIENDGNFNESYFLYSNKTLSNKDVFDAIAISVKKRSFSDGDIVIKSNSEAQRDYALTILQTILSMTPIFDIVVPEVSVPLGLGIITSSMGISFDQLINGDTYEERRSAIPGLATNAVLLGLSFAIPLLISKAGINQEVLSSVINNEGRTLNETNIDIFLKEYGIAEDSISSTNLLDVKLKSSGQHVNIVKLSDEDNQIVAVKGSSLSGIYYEVDIETGYEI..., which amino acid positions are active epitope sites? The epitope positions are: [785, 786, 787, 788, 789, 790, 791, 792, 793, 794, 795, 796, 797, 798, 799]. The amino acids at these positions are: YFYDNTVGLNGIPTL.